This data is from Full USPTO retrosynthesis dataset with 1.9M reactions from patents (1976-2016). The task is: Predict the reactants needed to synthesize the given product. (1) Given the product [F:10][C:7]1[CH:8]=[CH:9][C:2]([Sn:20]([CH2:22][CH2:23][CH2:24][CH3:25])([CH2:26][CH2:27][CH2:28][CH3:29])[CH2:16][CH2:17][CH2:18][CH3:19])=[C:3]([CH:6]=1)[C:4]#[N:5], predict the reactants needed to synthesize it. The reactants are: Br[C:2]1[CH:9]=[CH:8][C:7]([F:10])=[CH:6][C:3]=1[C:4]#[N:5].[Li]CCCC.[CH2:16]([Sn:20]([CH2:26][CH2:27][CH2:28][CH3:29])([CH2:22][CH2:23][CH2:24][CH3:25])Cl)[CH2:17][CH2:18][CH3:19].[NH4+].[Cl-]. (2) Given the product [CH2:27]([N:26]([CH2:29][CH3:30])[CH2:16][C:17]([N:8]1[C:9]2[C:5](=[CH:4][C:3]([O:2][CH3:1])=[C:11]([N+:12]([O-:14])=[O:13])[CH:10]=2)[CH2:6][CH2:7]1)=[O:18])[CH3:28], predict the reactants needed to synthesize it. The reactants are: [CH3:1][O:2][C:3]1[CH:4]=[C:5]2[C:9](=[CH:10][C:11]=1[N+:12]([O-:14])=[O:13])[NH:8][CH2:7][CH2:6]2.Br[CH2:16][C:17](Cl)=[O:18].C([O-])([O-])=O.[K+].[K+].[NH:26]([CH2:29][CH3:30])[CH2:27][CH3:28]. (3) Given the product [CH2:1]([O:3][C:4](=[O:24])[C:5]1[C:17]([F:18])=[C:16]([N:19]([S:20]([CH3:23])(=[O:21])=[O:22])[CH3:25])[CH:15]=[C:7]([C:8]([N:10]([CH3:14])[CH2:11][CH2:12][CH3:13])=[O:9])[CH:6]=1)[CH3:2], predict the reactants needed to synthesize it. The reactants are: [CH2:1]([O:3][C:4](=[O:24])[C:5]1[C:17]([F:18])=[C:16]([NH:19][S:20]([CH3:23])(=[O:22])=[O:21])[CH:15]=[C:7]([C:8]([N:10]([CH3:14])[CH2:11][CH2:12][CH3:13])=[O:9])[CH:6]=1)[CH3:2].[C:25](=O)([O-])[O-].[K+].[K+].IC.